From a dataset of Forward reaction prediction with 1.9M reactions from USPTO patents (1976-2016). Predict the product of the given reaction. (1) Given the reactants [C:1]([C:3]1[CH:4]=[C:5]([N:9]([C@H:13]2[C:22]3[C:17](=[CH:18][CH:19]=[CH:20][CH:21]=3)[N:16]([C:23](=[O:32])[C:24]3[CH:29]=[CH:28][C:27]([O:30][CH3:31])=[CH:26][CH:25]=3)[C@@H:15]([CH3:33])[CH2:14]2)[C:10](=[O:12])[CH3:11])[CH:6]=[CH:7][CH:8]=1)#[N:2].FC1C=CC(C(Cl)=O)=CC=1.[BH4-].[Na+], predict the reaction product. The product is: [C:1]([C:3]1[CH:4]=[C:5]([N:9]([C@H:13]2[C:22]3[C:17](=[CH:18][CH:19]=[CH:20][CH:21]=3)[N:16]([C:23](=[O:32])[C:24]3[CH:29]=[CH:28][C:27]([O:30][CH3:31])=[CH:26][CH:25]=3)[C@@H:15]([CH3:33])[CH2:14]2)[C:10](=[O:12])[CH3:11])[CH:6]=[CH:7][CH:8]=1)#[N:2].[NH2:2][CH2:1][C:3]1[CH:4]=[C:5]([N:9]([C@H:13]2[C:22]3[C:17](=[CH:18][CH:19]=[CH:20][CH:21]=3)[N:16]([C:23](=[O:32])[C:24]3[CH:25]=[CH:26][C:27]([O:30][CH3:31])=[CH:28][CH:29]=3)[C@@H:15]([CH3:33])[CH2:14]2)[C:10](=[O:12])[CH3:11])[CH:6]=[CH:7][CH:8]=1. (2) The product is: [Cl:13][C:9]1[CH:10]=[C:11]([CH3:12])[C:6]([O:5][CH2:4][CH2:3][CH2:2][O:23][C:17]2[CH:18]=[CH:19][C:20]([Cl:22])=[CH:21][C:16]=2[I:15])=[C:7]([I:14])[CH:8]=1. Given the reactants Br[CH2:2][CH2:3][CH2:4][O:5][C:6]1[C:11]([CH3:12])=[CH:10][C:9]([Cl:13])=[CH:8][C:7]=1[I:14].[I:15][C:16]1[CH:21]=[C:20]([Cl:22])[CH:19]=[CH:18][C:17]=1[OH:23].C(=O)([O-])[O-].[K+].[K+], predict the reaction product.